From a dataset of CYP2C9 substrate classification data from Carbon-Mangels et al.. Regression/Classification. Given a drug SMILES string, predict its absorption, distribution, metabolism, or excretion properties. Task type varies by dataset: regression for continuous measurements (e.g., permeability, clearance, half-life) or binary classification for categorical outcomes (e.g., BBB penetration, CYP inhibition). Dataset: cyp2c9_substrate_carbonmangels. (1) The result is 0 (non-substrate). The drug is CC(C)(C#N)c1cc(Cn2cncn2)cc(C(C)(C)C#N)c1. (2) The drug is CC[C@H]1OC(=O)[C@H](C)[C@@H](O[C@H]2C[C@@](C)(OC)[C@@H](O)[C@H](C)O2)[C@H](C)[C@@H](O[C@@H]2O[C@H](C)C[C@H](N(C)C)[C@H]2O)[C@](C)(O)C[C@@H](C)C(=O)[C@H](C)[C@@H](O)[C@]1(C)O. The result is 0 (non-substrate). (3) The result is 1 (substrate). The drug is CCc1cccc2cc([C@H](O)CNC(C)(C)C)oc12. (4) The molecule is CCC[C@@H](C)C1(CC)C(=O)NC(=O)NC1=O. The result is 0 (non-substrate). (5) The molecule is CN1[C@H]2CC[C@@H]1CC(OC(=O)c1c[nH]c3ccccc13)C2. The result is 1 (substrate).